Dataset: Forward reaction prediction with 1.9M reactions from USPTO patents (1976-2016). Task: Predict the product of the given reaction. (1) Given the reactants [NH2:1][C:2]1[CH:7]=[C:6]([C:8]2[CH:9]=[C:10]([NH:14][C:15](=[O:32])[C@@H:16]([NH:24]C(=O)OC(C)(C)C)[CH2:17][C:18]3[CH:23]=[CH:22][CH:21]=[CH:20][CH:19]=3)[CH:11]=[CH:12][CH:13]=2)[CH:5]=[CH:4][N:3]=1.Cl.O1CCOCC1.[S:40]1[CH:44]=[C:43]([CH:45]=O)[N:42]=[CH:41]1.C(O)(=O)C.C(O[BH-](OC(=O)C)OC(=O)C)(=O)C.[Na+], predict the reaction product. The product is: [NH2:1][C:2]1[CH:7]=[C:6]([C:8]2[CH:9]=[C:10]([NH:14][C:15](=[O:32])[C@@H:16]([NH:24][CH2:45][C:43]3[N:42]=[CH:41][S:40][CH:44]=3)[CH2:17][C:18]3[CH:19]=[CH:20][CH:21]=[CH:22][CH:23]=3)[CH:11]=[CH:12][CH:13]=2)[CH:5]=[CH:4][N:3]=1. (2) The product is: [F:28][C:25]([F:26])([F:27])[C:23]1[CH:24]=[C:19]([CH2:18][O:17][C@@H:10]2[CH2:11][CH2:12][C@@H:13]3[NH:8][C@@:9]2([C:33]2[CH:38]=[CH:37][CH:36]=[CH:35][CH:34]=2)[CH2:15][C:14]3=[O:16])[CH:20]=[C:21]([C:29]([F:30])([F:31])[F:32])[CH:22]=1. Given the reactants C([N:8]1[C@@H:13]2[C:14](=[O:16])[CH2:15][C@@:9]1([C:33]1[CH:38]=[CH:37][CH:36]=[CH:35][CH:34]=1)[C@H:10]([O:17][CH2:18][C:19]1[CH:24]=[C:23]([C:25]([F:28])([F:27])[F:26])[CH:22]=[C:21]([C:29]([F:32])([F:31])[F:30])[CH:20]=1)[CH2:11][CH2:12]2)C1C=CC=CC=1, predict the reaction product.